Dataset: Buchwald-Hartwig C-N cross coupling reaction yields with 55,370 reactions. Task: Predict the reaction yield, written as a fraction of the theoretical maximum amount of product (1.0 means a 100% yield; for example, 0.34 means a 34% yield). (1) No catalyst specified. The product is CCc1ccc(Nc2ccc(C)cc2)cc1. The yield is 0.0711. The reactants are CCc1ccc(Cl)cc1.Cc1ccc(N)cc1.O=S(=O)(O[Pd]1c2ccccc2-c2ccccc2N~1)C(F)(F)F.CC(C)c1cc(C(C)C)c(-c2ccccc2P(C(C)(C)C)C(C)(C)C)c(C(C)C)c1.CCN=P(N=P(N(C)C)(N(C)C)N(C)C)(N(C)C)N(C)C.Fc1cccc(F)c1-c1ccno1. (2) The reactants are CCc1ccc(I)cc1.Cc1ccc(N)cc1.O=S(=O)(O[Pd]1c2ccccc2-c2ccccc2N~1)C(F)(F)F.CC(C)c1cc(C(C)C)c(-c2ccccc2P(C2CCCCC2)C2CCCCC2)c(C(C)C)c1.CCN=P(N=P(N(C)C)(N(C)C)N(C)C)(N(C)C)N(C)C.c1ccc(-c2ccon2)cc1. No catalyst specified. The product is CCc1ccc(Nc2ccc(C)cc2)cc1. The yield is 0.532. (3) The reactants are Brc1ccccn1.Cc1ccc(N)cc1.O=S(=O)(O[Pd]1c2ccccc2-c2ccccc2N~1)C(F)(F)F.CC(C)c1cc(C(C)C)c(-c2ccccc2P(C2CCCCC2)C2CCCCC2)c(C(C)C)c1.CCN=P(N=P(N(C)C)(N(C)C)N(C)C)(N(C)C)N(C)C.COC(=O)c1cc(-c2ccco2)on1. No catalyst specified. The product is Cc1ccc(Nc2ccccn2)cc1. The yield is 0.301. (4) The reactants are COc1ccc(I)cc1.Cc1ccc(N)cc1.O=S(=O)(O[Pd]1c2ccccc2-c2ccccc2N~1)C(F)(F)F.CC(C)c1cc(C(C)C)c(-c2ccccc2P(C(C)(C)C)C(C)(C)C)c(C(C)C)c1.CN(C)C(=NC(C)(C)C)N(C)C.COC(=O)c1ccno1. No catalyst specified. The product is COc1ccc(Nc2ccc(C)cc2)cc1. The yield is 0.352. (5) The reactants are CCc1ccc(Cl)cc1.Cc1ccc(N)cc1.O=S(=O)(O[Pd]1c2ccccc2-c2ccccc2N~1)C(F)(F)F.CC(C)c1cc(C(C)C)c(-c2ccccc2P(C(C)(C)C)C(C)(C)C)c(C(C)C)c1.CN(C)C(=NC(C)(C)C)N(C)C.COC(=O)c1cc(-c2ccco2)on1. No catalyst specified. The product is CCc1ccc(Nc2ccc(C)cc2)cc1. The yield is 0.00639. (6) The reactants are COc1ccc(I)cc1.Cc1ccc(N)cc1.O=S(=O)(O[Pd]1c2ccccc2-c2ccccc2N~1)C(F)(F)F.COc1ccc(OC)c(P([C@]23C[C@H]4C[C@H](C[C@H](C4)C2)C3)[C@]23C[C@H]4C[C@H](C[C@H](C4)C2)C3)c1-c1c(C(C)C)cc(C(C)C)cc1C(C)C.CN(C)C(=NC(C)(C)C)N(C)C.CCOC(=O)c1cnoc1. No catalyst specified. The product is COc1ccc(Nc2ccc(C)cc2)cc1. The yield is 0.00974. (7) The reactants are Clc1cccnc1.Cc1ccc(N)cc1.O=S(=O)(O[Pd]1c2ccccc2-c2ccccc2N~1)C(F)(F)F.CC(C)c1cc(C(C)C)c(-c2ccccc2P(C(C)(C)C)C(C)(C)C)c(C(C)C)c1.CN(C)C(=NC(C)(C)C)N(C)C.COC(=O)c1ccno1. No catalyst specified. The product is Cc1ccc(Nc2cccnc2)cc1. The yield is 0.0350. (8) The reactants are Brc1cccnc1.Cc1ccc(N)cc1.O=S(=O)(O[Pd]1c2ccccc2-c2ccccc2N~1)C(F)(F)F.CC(C)c1cc(C(C)C)c(-c2ccccc2P(C2CCCCC2)C2CCCCC2)c(C(C)C)c1.CCN=P(N=P(N(C)C)(N(C)C)N(C)C)(N(C)C)N(C)C.CCOC(=O)c1cc(C)no1. No catalyst specified. The product is Cc1ccc(Nc2cccnc2)cc1. The yield is 0.319.